This data is from Forward reaction prediction with 1.9M reactions from USPTO patents (1976-2016). The task is: Predict the product of the given reaction. (1) Given the reactants [F:1][CH2:2][CH:3]([N:5]1[C:13]2[C:8](=[CH:9][CH:10]=[CH:11][CH:12]=2)[CH2:7][C:6]1=[O:14])[CH3:4].[N+:15]([O-])([O-:17])=[O:16].[Na+], predict the reaction product. The product is: [F:1][CH2:2][CH:3]([N:5]1[C:13]2[C:8](=[CH:9][C:10]([N+:15]([O-:17])=[O:16])=[CH:11][CH:12]=2)[CH2:7][C:6]1=[O:14])[CH3:4]. (2) Given the reactants [CH:1]([N:14]1[C:22]2[C:17](=[CH:18][C:19]([Cl:23])=[CH:20][CH:21]=2)[C:16]([CH2:24][CH2:25][O:26][C:27]2[CH:35]=[CH:34][C:30]([C:31]([OH:33])=[O:32])=[CH:29][CH:28]=2)=[C:15]1[CH2:36][CH2:37][NH:38][S:39]([CH2:42][C:43]1[CH:48]=[CH:47][CH:46]=[CH:45][CH:44]=1)(=[O:41])=[O:40])([C:8]1[CH:13]=[CH:12][CH:11]=[CH:10][CH:9]=1)[C:2]1[CH:7]=[CH:6][CH:5]=[CH:4][CH:3]=1.[CH3:49][S:50](C1C=CC([CH2:49][S:50](Cl)(=[O:52])=[O:51])=CC=1)(=[O:52])=[O:51], predict the reaction product. The product is: [CH:1]([N:14]1[C:22]2[C:17](=[CH:18][C:19]([Cl:23])=[CH:20][CH:21]=2)[C:16]([CH2:24][CH2:25][O:26][C:27]2[CH:28]=[CH:29][C:30]([C:31]([OH:33])=[O:32])=[CH:34][CH:35]=2)=[C:15]1[CH2:36][CH2:37][NH:38][S:39]([CH2:42][C:43]1[CH:44]=[CH:45][C:46]([S:50]([CH3:49])(=[O:52])=[O:51])=[CH:47][CH:48]=1)(=[O:41])=[O:40])([C:2]1[CH:7]=[CH:6][CH:5]=[CH:4][CH:3]=1)[C:8]1[CH:9]=[CH:10][CH:11]=[CH:12][CH:13]=1. (3) Given the reactants [CH2:1]([O:8][C:9]1[C:10](Br)=[CH:11][CH:12]=[C:13]2[C:18]=1[N:17]=[C:16]([C:19]([OH:21])=[O:20])[CH:15]=[CH:14]2)[C:2]1[CH:7]=[CH:6][CH:5]=[CH:4][CH:3]=1.O[C:24]1[CH:25]=[CH:26][CH:27]=[C:28]2[C:33]=1N=C(C(O)=O)C=[CH:29]2, predict the reaction product. The product is: [CH2:1]([O:8][C:9]1[CH:10]=[CH:11][CH:12]=[C:13]2[C:18]=1[N:17]=[C:16]([C:19]([O:21][CH2:29][C:28]1[CH:33]=[CH:24][CH:25]=[CH:26][CH:27]=1)=[O:20])[CH:15]=[CH:14]2)[C:2]1[CH:7]=[CH:6][CH:5]=[CH:4][CH:3]=1. (4) Given the reactants [CH2:1]([C:12]1[N:16]=[C:15]([C:17]2[CH:24]=[CH:23][C:20]([CH:21]=O)=[CH:19][CH:18]=2)[O:14][N:13]=1)[CH2:2][CH2:3][CH2:4][CH2:5][CH2:6][CH2:7][CH2:8][CH2:9][CH2:10][CH3:11].[CH3:25][O:26][C:27]1[CH:34]=[CH:33][CH:32]=[CH:31][C:28]=1[CH2:29][NH2:30], predict the reaction product. The product is: [CH3:25][O:26][C:27]1[CH:34]=[CH:33][CH:32]=[CH:31][C:28]=1[CH2:29][NH:30][CH2:21][C:20]1[CH:23]=[CH:24][C:17]([C:15]2[O:14][N:13]=[C:12]([CH2:1][CH2:2][CH2:3][CH2:4][CH2:5][CH2:6][CH2:7][CH2:8][CH2:9][CH2:10][CH3:11])[N:16]=2)=[CH:18][CH:19]=1. (5) Given the reactants [C:1]([OH:6])(=O)C(C)=O.C1N=CN(C(N2C=[N:17][CH:16]=[CH:15]2)=O)C=1.[ClH:19].[Cl:20][C:21]1[CH:26]=[CH:25][C:24]([NH:27][NH2:28])=[CH:23][CH:22]=1.C([N:31]([CH2:34][CH3:35])CC)C.Cl.O1[CH2:41][CH2:40][CH2:39][CH2:38]1, predict the reaction product. The product is: [Cl:20][C:21]1[CH:26]=[CH:25][C:24]([NH:27][NH:28][C:1](=[O:6])/[C:34](=[N:31]/[NH:17][C:16]2[CH:15]=[CH:38][C:39]([Cl:19])=[CH:40][CH:41]=2)/[CH3:35])=[CH:23][CH:22]=1. (6) Given the reactants C([O-])([O-])=O.[K+].[K+].Cl[C:8]1[CH:17]=[C:16]([C:18]([OH:20])=[O:19])[C:15]2[C:10](=[CH:11][CH:12]=[CH:13][CH:14]=2)[N:9]=1.[CH3:21][NH:22][S:23]([C:26]1[CH:31]=[CH:30][C:29](B(O)O)=[CH:28][CH:27]=1)(=[O:25])=[O:24], predict the reaction product. The product is: [CH3:21][NH:22][S:23]([C:26]1[CH:27]=[CH:28][C:29]([C:8]2[CH:17]=[C:16]([C:18]([OH:20])=[O:19])[C:15]3[C:10](=[CH:11][CH:12]=[CH:13][CH:14]=3)[N:9]=2)=[CH:30][CH:31]=1)(=[O:24])=[O:25].